This data is from Forward reaction prediction with 1.9M reactions from USPTO patents (1976-2016). The task is: Predict the product of the given reaction. (1) Given the reactants [Br:1][C:2]1[CH:11]=[C:10]2[C:5]([N:6]=[CH:7][C:8]([C:12]3[S:13][CH:14]=[CH:15][N:16]=3)=[N:9]2)=[C:4]([C:17]([NH:19][CH2:20][C:21]([O:23]CC)=[O:22])=[O:18])[C:3]=1[OH:26].[OH-].[Na+], predict the reaction product. The product is: [Br:1][C:2]1[CH:11]=[C:10]2[C:5]([N:6]=[CH:7][C:8]([C:12]3[S:13][CH:14]=[CH:15][N:16]=3)=[N:9]2)=[C:4]([C:17]([NH:19][CH2:20][C:21]([OH:23])=[O:22])=[O:18])[C:3]=1[OH:26]. (2) The product is: [Br:1][C:2]1[CH:7]=[C:6]([CH:8]([CH3:9])[CH3:10])[CH:5]=[C:4]2[C:3]=1[N:11]=[CH:14][CH:13]=[CH:12]2. Given the reactants [Br:1][C:2]1[CH:7]=[C:6]([CH:8]([CH3:10])[CH3:9])[CH:5]=[CH:4][C:3]=1[NH2:11].[CH2:12](O)[CH:13](O)[CH2:14]O.[Na+].[N+](C1C=C(S([O-])(=O)=O)C=CC=1)([O-])=O.[OH-].[Na+], predict the reaction product. (3) The product is: [Br:25][CH2:26][CH2:27][CH2:28][O:23][C:20]1[CH:21]=[CH:22][C:17]([C:14]2[N:13]=[C:12]([C:4]3[CH:5]=[CH:6][C:7]([O:8][CH:9]([CH3:10])[CH3:11])=[C:2]([Cl:1])[CH:3]=3)[O:16][N:15]=2)=[C:18]([CH3:24])[CH:19]=1. Given the reactants [Cl:1][C:2]1[CH:3]=[C:4]([C:12]2[O:16][N:15]=[C:14]([C:17]3[CH:22]=[CH:21][C:20]([OH:23])=[CH:19][C:18]=3[CH3:24])[N:13]=2)[CH:5]=[CH:6][C:7]=1[O:8][CH:9]([CH3:11])[CH3:10].[Br:25][CH2:26][CH2:27][CH2:28]Br.C(=O)([O-])[O-].[K+].[K+], predict the reaction product. (4) Given the reactants [NH2:1][C:2]1[C:6]([C:7]2[CH:8]=[C:9]3[C:13](=[CH:14][CH:15]=2)[NH:12][CH:11]=[CH:10]3)=[C:5]([C:16]2[CH:21]=[CH:20][CH:19]=[CH:18][CH:17]=2)[S:4][C:3]=1[C:22]([O:24]C)=O.C([O-])=O.[NH4+].[CH:30]([NH2:32])=O, predict the reaction product. The product is: [NH:12]1[C:13]2[C:9](=[CH:8][C:7]([C:6]3[C:2]4[N:1]=[CH:30][NH:32][C:22](=[O:24])[C:3]=4[S:4][C:5]=3[C:16]3[CH:21]=[CH:20][CH:19]=[CH:18][CH:17]=3)=[CH:15][CH:14]=2)[CH:10]=[CH:11]1. (5) Given the reactants CC1C=CC(S(O[CH2:12][C@H:13]([OH:22])[C:14]2[CH:15]=[N:16][C:17]([O:20][CH3:21])=[CH:18][CH:19]=2)(=O)=O)=CC=1.C(=O)([O-])[O-].[K+].[K+], predict the reaction product. The product is: [CH3:21][O:20][C:17]1[CH:18]=[CH:19][C:14]([C@@H:13]2[CH2:12][O:22]2)=[CH:15][N:16]=1. (6) Given the reactants [CH:1]1([C:7]2([CH3:14])[C:11](=[O:12])[NH:10][N:9]=[C:8]2[CH3:13])[CH2:6][CH2:5][CH2:4][CH2:3][CH2:2]1.Br[CH2:16][C:17]([C:19]1[CH:24]=[CH:23][C:22]([O:25][CH3:26])=[CH:21][CH:20]=1)=[O:18], predict the reaction product. The product is: [CH:1]1([C:7]2([CH3:14])[C:11](=[O:12])[N:10]([CH2:16][C:17]([C:19]3[CH:24]=[CH:23][C:22]([O:25][CH3:26])=[CH:21][CH:20]=3)=[O:18])[N:9]=[C:8]2[CH3:13])[CH2:2][CH2:3][CH2:4][CH2:5][CH2:6]1. (7) Given the reactants [C:1]1([C@H:7]2[C@@H:12]([NH2:13])[CH2:11][CH2:10][CH2:9][NH:8]2)[CH:6]=[CH:5][CH:4]=[CH:3][CH:2]=1.[CH3:14][O:15][C:16]1[CH:23]=[CH:22][C:21]([C:24]2[CH:29]=[CH:28][CH:27]=[CH:26][C:25]=2[C:30]([F:33])([F:32])[F:31])=[CH:20][C:17]=1[CH:18]=O.C(O[BH-](OC(=O)C)OC(=O)C)(=O)C.[Na+].C(=O)([O-])O.[Na+].[ClH:53], predict the reaction product. The product is: [ClH:53].[ClH:53].[C:1]1([C@H:7]2[C@@H:12]([NH:13][CH2:18][C:17]3[CH:20]=[C:21]([C:24]4[CH:29]=[CH:28][CH:27]=[CH:26][C:25]=4[C:30]([F:31])([F:32])[F:33])[CH:22]=[CH:23][C:16]=3[O:15][CH3:14])[CH2:11][CH2:10][CH2:9][NH:8]2)[CH:2]=[CH:3][CH:4]=[CH:5][CH:6]=1. (8) The product is: [CH3:34][C:30]1([CH3:35])[CH2:29][NH:28][C:27](=[O:36])[C:26]2[S:25][C:24]([O:1][C:2]3[CH:3]=[C:4]([CH:14]=[C:15]([O:17][C@@H:18]([CH3:22])[CH2:19][O:20][CH3:21])[CH:16]=3)[C:5]([NH:7][C:8]3[CH:12]=[CH:11][N:10]([CH3:13])[N:9]=3)=[O:6])=[N:33][C:32]=2[CH2:31]1. Given the reactants [OH:1][C:2]1[CH:3]=[C:4]([CH:14]=[C:15]([O:17][C@@H:18]([CH3:22])[CH2:19][O:20][CH3:21])[CH:16]=1)[C:5]([NH:7][C:8]1[CH:12]=[CH:11][N:10]([CH3:13])[N:9]=1)=[O:6].Cl[C:24]1[S:25][C:26]2[C:27](=[O:36])[NH:28][CH2:29][C:30]([CH3:35])([CH3:34])[CH2:31][C:32]=2[N:33]=1.C(=O)([O-])[O-].[K+].[K+], predict the reaction product. (9) Given the reactants [O:1]1[CH:5]=[CH:4][CH:3]=[C:2]1[C:6]1[CH:14]=[CH:13][C:9]([C:10]([OH:12])=O)=[CH:8][CH:7]=1.C1COCC1.[C:20]([O:26][CH2:27][CH3:28])(=[O:25])[CH2:21]C([O-])=O.[K+].[Cl-].[Mg+2].[Cl-], predict the reaction product. The product is: [O:1]1[CH:5]=[CH:4][CH:3]=[C:2]1[C:6]1[CH:7]=[CH:8][C:9]([C:10](=[O:12])[CH2:21][C:20]([O:26][CH2:27][CH3:28])=[O:25])=[CH:13][CH:14]=1. (10) Given the reactants Br[C:2]1[N:6]2[C:7](=[O:23])[CH:8]=[C:9]([CH2:11][N:12]([C:15]3[CH:20]=[CH:19][C:18]([F:21])=[C:17]([F:22])[CH:16]=3)[CH2:13][CH3:14])[N:10]=[C:5]2[S:4][C:3]=1[CH3:24].[CH3:25][N:26](C)C=O, predict the reaction product. The product is: [F:22][C:17]1[CH:16]=[C:15]([N:12]([CH2:11][C:9]2[N:10]=[C:5]3[S:4][C:3]([CH3:24])=[C:2]([C:25]#[N:26])[N:6]3[C:7](=[O:23])[CH:8]=2)[CH2:13][CH3:14])[CH:20]=[CH:19][C:18]=1[F:21].